This data is from TCR-epitope binding with 47,182 pairs between 192 epitopes and 23,139 TCRs. The task is: Binary Classification. Given a T-cell receptor sequence (or CDR3 region) and an epitope sequence, predict whether binding occurs between them. (1) The epitope is FLNRFTTTL. The TCR CDR3 sequence is CASSQEPHPTGGSYEQYF. Result: 0 (the TCR does not bind to the epitope). (2) The epitope is HPVGEADYFEY. The TCR CDR3 sequence is CASSRTRTVGSYEQYF. Result: 0 (the TCR does not bind to the epitope). (3) The TCR CDR3 sequence is CASATIMGGRASNEQFF. Result: 1 (the TCR binds to the epitope). The epitope is RLRPGGKKK. (4) The epitope is SGPLKAEIAQRLED. The TCR CDR3 sequence is CASSFPSGGRIDTQYF. Result: 1 (the TCR binds to the epitope). (5) Result: 0 (the TCR does not bind to the epitope). The TCR CDR3 sequence is CATSEAPVTSTDTQYF. The epitope is TLVPQEHYV. (6) The epitope is YLKLTDNVYIK. The TCR CDR3 sequence is CASSFWTGGTDTQYF. Result: 0 (the TCR does not bind to the epitope). (7) The epitope is YLNTLTLAV. The TCR CDR3 sequence is CASRQGPNTEAFF. Result: 1 (the TCR binds to the epitope).